From a dataset of Reaction yield outcomes from USPTO patents with 853,638 reactions. Predict the reaction yield, written as a fraction of the theoretical maximum amount of product (1.0 means a 100% yield; for example, 0.34 means a 34% yield). The reactants are [CH3:1][N:2]1[C@@H:7]2[CH2:8][C:9]3[CH:14]=[CH:13][C:12]([O:15][CH3:16])=[C:11]4[O:17][C@H:18]5[C:19]([O:22]C)=[CH:20][CH2:21][C@@H:6]2[C@:5]5([C:10]=34)[CH2:4][CH2:3]1.Cl.C. No catalyst specified. The product is [CH3:1][N:2]1[C@@H:7]2[CH2:8][C:9]3[CH:14]=[CH:13][C:12]([O:15][CH3:16])=[C:11]4[O:17][C@H:18]5[C:19]([CH2:20][CH2:21][C@@H:6]2[C@:5]5([C:10]=34)[CH2:4][CH2:3]1)=[O:22]. The yield is 0.892.